Task: Predict the product of the given reaction.. Dataset: Forward reaction prediction with 1.9M reactions from USPTO patents (1976-2016) (1) Given the reactants [OH:1][C:2]1[CH:3]=[C:4]([CH:10]=[CH:11][CH:12]=1)[C:5]([O:7][CH2:8][CH3:9])=[O:6].Br[CH:14]1[CH2:20][CH2:19][CH2:18][CH2:17][CH2:16][CH2:15]1, predict the reaction product. The product is: [CH:14]1([O:1][C:2]2[CH:3]=[C:4]([CH:10]=[CH:11][CH:12]=2)[C:5]([O:7][CH2:8][CH3:9])=[O:6])[CH2:20][CH2:19][CH2:18][CH2:17][CH2:16][CH2:15]1. (2) Given the reactants CO[C:3](=[O:12])[C:4]1[CH:9]=[C:8](Br)[C:7](Cl)=[N:6][CH:5]=1.Cl.[CH:14]1([CH2:17][NH:18][CH3:19])[CH2:16][CH2:15]1.[F:20][C:21]1[CH:26]=[CH:25][C:24](B(O)O)=[CH:23][CH:22]=1.Cl.[NH2:31][C@@H:32]1[CH2:37][CH2:36][CH2:35][CH2:34][C@H:33]1[OH:38], predict the reaction product. The product is: [CH:14]1([CH2:17][N:18]([CH3:19])[C:7]2[C:8]([C:24]3[CH:25]=[CH:26][C:21]([F:20])=[CH:22][CH:23]=3)=[CH:9][C:4]([C:3]([NH:31][C@@H:32]3[CH2:37][CH2:36][CH2:35][CH2:34][C@H:33]3[OH:38])=[O:12])=[CH:5][N:6]=2)[CH2:16][CH2:15]1. (3) Given the reactants [N-:1]=[N+:2]=[N-:3].[Na+].[NH2:5][C:6]1[C:7]2[C:14]([I:15])=[CH:13][N:12]([CH:16]3[CH2:19][C:18]([CH2:21]OS(C4C=CC(C)=CC=4)(=O)=O)([OH:20])[CH2:17]3)[C:8]=2[N:9]=[CH:10][N:11]=1.O, predict the reaction product. The product is: [NH2:5][C:6]1[C:7]2[C:14]([I:15])=[CH:13][N:12]([CH:16]3[CH2:17][C:18]([CH2:21][N:1]=[N+:2]=[N-:3])([OH:20])[CH2:19]3)[C:8]=2[N:9]=[CH:10][N:11]=1. (4) Given the reactants [Cl:1][C:2]1[CH:3]=[C:4]([N:24]2[C:29](=[O:30])[NH:28][C:27](=[O:31])[C:26]([C:32](NC(=O)OCC)=[O:33])=[N:25]2)[CH:5]=[C:6]([Cl:23])[C:7]=1[C:8]([C:11]1[N:15]=[C:14]([C:16]2[CH:21]=[CH:20][CH:19]=[CH:18][C:17]=2[CH3:22])[O:13][N:12]=1)([CH3:10])[CH3:9].C(O)(=[O:42])C, predict the reaction product. The product is: [Cl:1][C:2]1[CH:3]=[C:4]([N:24]2[C:29](=[O:30])[NH:28][C:27](=[O:31])[C:26]([C:32]([OH:33])=[O:42])=[N:25]2)[CH:5]=[C:6]([Cl:23])[C:7]=1[C:8]([C:11]1[N:15]=[C:14]([C:16]2[CH:21]=[CH:20][CH:19]=[CH:18][C:17]=2[CH3:22])[O:13][N:12]=1)([CH3:9])[CH3:10]. (5) The product is: [CH:1]1([CH:4]([O:31][CH3:38])[CH2:5][S:6]([N:9]2[CH2:10][CH2:11][C:12]3([C:16](=[O:17])[N:15]([C:18]4[CH:23]=[CH:22][C:21]([O:24][C:25]([F:28])([F:26])[F:27])=[CH:20][CH:19]=4)[CH2:14][CH2:13]3)[CH2:29][CH2:30]2)(=[O:8])=[O:7])[CH2:3][CH2:2]1. Given the reactants [CH:1]1([CH:4]([OH:31])[CH2:5][S:6]([N:9]2[CH2:30][CH2:29][C:12]3([C:16](=[O:17])[N:15]([C:18]4[CH:23]=[CH:22][C:21]([O:24][C:25]([F:28])([F:27])[F:26])=[CH:20][CH:19]=4)[CH2:14][CH2:13]3)[CH2:11][CH2:10]2)(=[O:8])=[O:7])[CH2:3][CH2:2]1.S([O-])([O-])(=O)=O.[Ca+2].[CH3:38]I, predict the reaction product. (6) Given the reactants [NH2:1][CH2:2][CH2:3][O:4][C:5]1[CH:22]=[C:21]([C:23]#[N:24])[CH:20]=[CH:19][C:6]=1[CH2:7][NH:8][C:9](=[O:18])[C:10]1[CH:15]=[CH:14][C:13]([F:16])=[C:12]([CH3:17])[CH:11]=1.N1C=CC=CC=1.[O:31]1CCO[CH2:33][CH2:32]1.C(Cl)(=O)C, predict the reaction product. The product is: [C:32]([NH:1][CH2:2][CH2:3][O:4][C:5]1[CH:22]=[C:21]([C:23]#[N:24])[CH:20]=[CH:19][C:6]=1[CH2:7][NH:8][C:9](=[O:18])[C:10]1[CH:15]=[CH:14][C:13]([F:16])=[C:12]([CH3:17])[CH:11]=1)(=[O:31])[CH3:33]. (7) The product is: [Br:1][C:2]1[CH:7]=[CH:6][C:5]([NH:8][C:9]2[C:10]([CH:19]([OH:28])[CH2:20][OH:32])=[CH:11][C:12]3[NH:16][CH:15]=[N:14][C:13]=3[C:17]=2[F:18])=[C:4]([Cl:29])[CH:3]=1. Given the reactants [Br:1][C:2]1[CH:7]=[CH:6][C:5]([NH:8][C:9]2[C:10]([CH:19]([OH:28])[CH2:20][Si](OC(C)C)(C)C)=[CH:11][C:12]3[NH:16][CH:15]=[N:14][C:13]=3[C:17]=2[F:18])=[C:4]([Cl:29])[CH:3]=1.[F-].[K+].[OH:32]O, predict the reaction product. (8) Given the reactants [CH3:1][NH:2][CH:3]1[CH2:8][CH2:7][CH2:6][CH2:5][CH:4]1[OH:9].[C:18](O[C:18]([O:20][C:21]([CH3:24])([CH3:23])[CH3:22])=[O:19])([O:20][C:21]([CH3:24])([CH3:23])[CH3:22])=[O:19].C([O-])([O-])=O.[K+].[K+], predict the reaction product. The product is: [C:21]([O:20][C:18](=[O:19])[N:2]([CH:3]1[CH2:8][CH2:7][CH2:6][CH2:5][CH:4]1[OH:9])[CH3:1])([CH3:22])([CH3:23])[CH3:24]. (9) The product is: [F:7][C:8]1[CH:16]=[CH:15][C:11]([CH2:12][OH:13])=[CH:10][C:9]=1[N+:17]([O-:19])=[O:18]. Given the reactants B.O1CCCC1.[F:7][C:8]1[CH:16]=[CH:15][C:11]([C:12](O)=[O:13])=[CH:10][C:9]=1[N+:17]([O-:19])=[O:18].O, predict the reaction product.